Predict the reactants needed to synthesize the given product. From a dataset of Full USPTO retrosynthesis dataset with 1.9M reactions from patents (1976-2016). (1) The reactants are: [NH2:1][C@@H:2]([C:5]([OH:7])=[O:6])[CH2:3][OH:4].C[Si](C)(C)N[Si](C)(C)C.[Cl-].[NH4+].[C:19](Cl)([C:32]1[CH:37]=[CH:36][CH:35]=[CH:34][CH:33]=1)([C:26]1[CH:31]=[CH:30][CH:29]=[CH:28][CH:27]=1)[C:20]1[CH:25]=[CH:24][CH:23]=[CH:22][CH:21]=1. Given the product [C:19]([NH:1][C@@H:2]([C:5]([OH:7])=[O:6])[CH2:3][OH:4])([C:20]1[CH:25]=[CH:24][CH:23]=[CH:22][CH:21]=1)([C:32]1[CH:33]=[CH:34][CH:35]=[CH:36][CH:37]=1)[C:26]1[CH:27]=[CH:28][CH:29]=[CH:30][CH:31]=1, predict the reactants needed to synthesize it. (2) Given the product [CH2:1]([O:8][C:9]1[C:17]([CH3:18])=[CH:16][C:12]([C:13]([NH:46][CH2:47][C:48]([O:52][CH2:53][CH3:54])([O:49][CH2:50][CH3:51])[C:55]2[CH:60]=[C:59]([CH3:61])[N:58]=[C:57]([NH:62][CH:63]([CH3:64])[CH3:65])[N:56]=2)=[O:15])=[CH:11][C:10]=1[CH2:19][CH3:20])[C:2]1[CH:3]=[CH:4][CH:5]=[CH:6][CH:7]=1, predict the reactants needed to synthesize it. The reactants are: [CH2:1]([O:8][C:9]1[C:17]([CH3:18])=[CH:16][C:12]([C:13]([OH:15])=O)=[CH:11][C:10]=1[CH2:19][CH3:20])[C:2]1[CH:7]=[CH:6][CH:5]=[CH:4][CH:3]=1.C(Cl)CCl.C1C=CC2N(O)N=NC=2C=1.CCN(C(C)C)C(C)C.Cl.Cl.[NH2:46][CH2:47][C:48]([C:55]1[CH:60]=[C:59]([CH3:61])[N:58]=[C:57]([NH:62][CH:63]([CH3:65])[CH3:64])[N:56]=1)([O:52][CH2:53][CH3:54])[O:49][CH2:50][CH3:51].